This data is from Catalyst prediction with 721,799 reactions and 888 catalyst types from USPTO. The task is: Predict which catalyst facilitates the given reaction. (1) Reactant: Br[C:2]1[CH:7]=[C:6]([CH3:8])[C:5]([NH:9][C:10]([NH:12][C:13]2[CH:18]=[C:17]([F:19])[CH:16]=[CH:15][C:14]=2[C:20]([NH:22][C@:23]([CH:29]2[CH2:34][CH2:33][CH2:32][CH2:31][CH2:30]2)([C:25]([O:27][CH3:28])=[O:26])[CH3:24])=[O:21])=[O:11])=[C:4]([CH3:35])[CH:3]=1.[CH2:36]([Sn](CCCC)(CCCC)CC=C)[CH2:37][CH2:38]C. Product: [CH:29]1([C@@:23]([C:25]([O:27][CH3:28])=[O:26])([CH3:24])[NH:22][C:20]([C:14]2[CH:15]=[CH:16][C:17]([F:19])=[CH:18][C:13]=2[NH:12][C:10]([NH:9][C:5]2[C:6]([CH3:8])=[CH:7][C:2]([CH2:38][CH:37]=[CH2:36])=[CH:3][C:4]=2[CH3:35])=[O:11])=[O:21])[CH2:34][CH2:33][CH2:32][CH2:31][CH2:30]1. The catalyst class is: 790. (2) Reactant: C([O:3][C:4](=O)[CH:5]([C:8]1[CH:13]=[CH:12][C:11]([Cl:14])=[CH:10][CH:9]=1)[CH2:6][CH3:7])C.O.[NH2:17][NH2:18]. Product: [Cl:14][C:11]1[CH:12]=[CH:13][C:8]([CH:5]([CH2:6][CH3:7])[C:4]([NH:17][NH2:18])=[O:3])=[CH:9][CH:10]=1. The catalyst class is: 8.